Task: Predict the reactants needed to synthesize the given product.. Dataset: Retrosynthesis with 50K atom-mapped reactions and 10 reaction types from USPTO Given the product COc1cc(-c2csc3c(-c4ccsc4C=O)cnc(N)c23)ccc1NC(=O)c1cc2ccccc2n1C, predict the reactants needed to synthesize it. The reactants are: CC1(C)OB(c2ccsc2C=O)OC1(C)C.COc1cc(-c2csc3c(I)cnc(N)c23)ccc1NC(=O)c1cc2ccccc2n1C.